From a dataset of Full USPTO retrosynthesis dataset with 1.9M reactions from patents (1976-2016). Predict the reactants needed to synthesize the given product. Given the product [C:22]([C:18]1[CH:17]=[C:16]([NH:15][C:2]2[C:3]3[CH:10]=[CH:9][N:8]([CH2:11][CH2:12][O:13][CH3:14])[C:4]=3[N:5]=[CH:6][N:7]=2)[CH:21]=[CH:20][CH:19]=1)#[CH:23], predict the reactants needed to synthesize it. The reactants are: Cl[C:2]1[C:3]2[CH:10]=[CH:9][N:8]([CH2:11][CH2:12][O:13][CH3:14])[C:4]=2[N:5]=[CH:6][N:7]=1.[NH2:15][C:16]1[CH:17]=[C:18]([C:22]#[CH:23])[CH:19]=[CH:20][CH:21]=1.